Regression. Given a peptide amino acid sequence and an MHC pseudo amino acid sequence, predict their binding affinity value. This is MHC class II binding data. From a dataset of Peptide-MHC class II binding affinity with 134,281 pairs from IEDB. (1) The peptide sequence is LGNVLINESFGVEPV. The MHC is HLA-DPA10301-DPB10402 with pseudo-sequence HLA-DPA10301-DPB10402. The binding affinity (normalized) is 0.551. (2) The peptide sequence is FLIYITELLKKLQST. The MHC is HLA-DPA10201-DPB10501 with pseudo-sequence HLA-DPA10201-DPB10501. The binding affinity (normalized) is 0.679. (3) The peptide sequence is RAYRNALSMMPEAMT. The MHC is DRB1_0404 with pseudo-sequence DRB1_0404. The binding affinity (normalized) is 0.622. (4) The MHC is DRB1_0101 with pseudo-sequence DRB1_0101. The binding affinity (normalized) is 0.247. The peptide sequence is RLTLLLWISVKVLFL.